Dataset: Forward reaction prediction with 1.9M reactions from USPTO patents (1976-2016). Task: Predict the product of the given reaction. (1) Given the reactants [C:1]1([N:7]2[C:12](=[O:13])[N:11]([CH3:14])[C:10](=[O:15])C(C#N)=[N:8]2)[CH:6]=[CH:5][CH:4]=[CH:3][CH:2]=1.Cl.[C:19]([OH:22])(=[O:21])[CH3:20], predict the reaction product. The product is: [C:1]1([N:7]2[C:12](=[O:13])[N:11]([CH3:14])[C:10](=[O:15])[C:20]([C:19]([OH:22])=[O:21])=[N:8]2)[CH:2]=[CH:3][CH:4]=[CH:5][CH:6]=1. (2) Given the reactants [Br:1][C:2]1[C:3]([CH3:17])=[N:4][S:5][C:6]=1[NH:7][C@H:8]([C:13]([O:15]C)=[O:14])[CH2:9][CH:10]([CH3:12])[CH3:11].[OH-].[Li+], predict the reaction product. The product is: [Br:1][C:2]1[C:3]([CH3:17])=[N:4][S:5][C:6]=1[NH:7][C@H:8]([C:13]([OH:15])=[O:14])[CH2:9][CH:10]([CH3:12])[CH3:11]. (3) Given the reactants [O:1]1[CH2:6][CH2:5][N:4]([CH2:7][CH2:8][O:9][C:10]2[CH:11]=[C:12]([CH2:16]O)[CH:13]=[CH:14][CH:15]=2)[CH2:3][CH2:2]1.CC1C=CC(S([Cl:28])(=O)=O)=CC=1.[NH4+].[Cl-], predict the reaction product. The product is: [Cl:28][CH2:16][C:12]1[CH:11]=[C:10]([CH:15]=[CH:14][CH:13]=1)[O:9][CH2:8][CH2:7][N:4]1[CH2:5][CH2:6][O:1][CH2:2][CH2:3]1. (4) Given the reactants Br[C:2]1[CH:3]=[C:4]([CH:8]([NH:14][C:15]([C@@H:17]2[CH2:22][CH2:21][CH2:20][N:19]([C:23](=[O:39])[CH2:24][CH2:25][CH:26]3[CH2:31][CH2:30][N:29]([C:32]([O:34][C:35]([CH3:38])([CH3:37])[CH3:36])=[O:33])[CH2:28][CH2:27]3)[CH2:18]2)=[O:16])[CH2:9][C:10]([O:12][CH3:13])=[O:11])[CH:5]=[N:6][CH:7]=1.[C:40]([C:42]1[CH:43]=[C:44](B(O)O)[CH:45]=[CH:46][C:47]=1[F:48])#[N:41].[F-].[K+], predict the reaction product. The product is: [C:40]([C:42]1[CH:43]=[C:44]([C:2]2[CH:3]=[C:4]([CH:8]([NH:14][C:15]([C@@H:17]3[CH2:22][CH2:21][CH2:20][N:19]([C:23](=[O:39])[CH2:24][CH2:25][CH:26]4[CH2:31][CH2:30][N:29]([C:32]([O:34][C:35]([CH3:37])([CH3:38])[CH3:36])=[O:33])[CH2:28][CH2:27]4)[CH2:18]3)=[O:16])[CH2:9][C:10]([O:12][CH3:13])=[O:11])[CH:5]=[N:6][CH:7]=2)[CH:45]=[CH:46][C:47]=1[F:48])#[N:41]. (5) Given the reactants CN(CCN(C)C)C.[CH2:9]([O:11][C:12](=[O:21])[NH:13][C:14]1[CH:19]=[CH:18][CH:17]=[C:16]([F:20])[N:15]=1)[CH3:10].N#N.[Li]CCCC.[I:29]I, predict the reaction product. The product is: [CH2:9]([O:11][C:12](=[O:21])[NH:13][C:14]1[C:19]([I:29])=[CH:18][CH:17]=[C:16]([F:20])[N:15]=1)[CH3:10]. (6) Given the reactants [CH3:1][O:2][CH2:3][CH2:4][N:5]1[CH:9]=[CH:8][C:7]([NH2:10])=[N:6]1.N1C(C)=CC=CC=1C.[CH:19]1([CH2:24][C@H:25]([C:29]2[CH:34]=[CH:33][C:32]([Cl:35])=[C:31]([Cl:36])[CH:30]=2)[C:26](Cl)=[O:27])[CH2:23][CH2:22][CH2:21][CH2:20]1, predict the reaction product. The product is: [CH:19]1([CH2:24][C@H:25]([C:29]2[CH:34]=[CH:33][C:32]([Cl:35])=[C:31]([Cl:36])[CH:30]=2)[C:26]([NH:10][C:7]2[CH:8]=[CH:9][N:5]([CH2:4][CH2:3][O:2][CH3:1])[N:6]=2)=[O:27])[CH2:23][CH2:22][CH2:21][CH2:20]1. (7) Given the reactants C(N1C=CN=C1)(N1C=CN=C1)=O.N[C:14]1[S:15][C:16](Cl)=[C:17]([C:19]2C=CC(NS(C)(=O)=O)=CC=2)N=1.[Cl:31][C:32]1[S:36][C:35]([NH:37][C:38](=[O:59])[N:39]([CH2:44][CH2:45][CH:46]([C:53]2[CH:58]=[CH:57][CH:56]=[CH:55][CH:54]=2)[C:47]2[CH:52]=[CH:51][CH:50]=[CH:49][CH:48]=2)CCSC)=[N:34][C:33]=1[C:60]1[CH:65]=[CH:64][C:63]([NH:66][S:67]([CH3:70])(=[O:69])=[O:68])=[CH:62][CH:61]=1, predict the reaction product. The product is: [Cl:31][C:32]1[S:36][C:35]([NH:37][C:38](=[O:59])[N:39]([CH2:44][CH2:45][CH:46]([C:53]2[CH:54]=[CH:55][CH:56]=[CH:57][CH:58]=2)[C:47]2[CH:52]=[CH:51][CH:50]=[CH:49][CH:48]=2)[CH2:19][CH2:17][CH2:16][S:15][CH3:14])=[N:34][C:33]=1[C:60]1[CH:61]=[CH:62][C:63]([NH:66][S:67]([CH3:70])(=[O:68])=[O:69])=[CH:64][CH:65]=1. (8) Given the reactants [F:1][C:2]1[CH:9]=[C:8]([C:10]2[CH:15]=[CH:14][N:13]=[C:12]3[NH:16][C:17]([C:19]4[CH:20]=[N:21][N:22]([CH2:24][CH2:25][N:26]5[CH2:31][CH2:30][O:29][CH2:28][CH2:27]5)[CH:23]=4)=[N:18][C:11]=23)[CH:7]=[CH:6][C:3]=1[CH2:4][NH2:5].C([O:34][C:35]([C:37]1[O:38][C:39]([CH:42]2[CH2:47][CH2:46][O:45][CH2:44][CH2:43]2)=[N:40][N:41]=1)=O)C.C(N(C(C)C)C(C)C)C, predict the reaction product. The product is: [F:1][C:2]1[CH:9]=[C:8]([C:10]2[CH:15]=[CH:14][N:13]=[C:12]3[NH:16][C:17]([C:19]4[CH:20]=[N:21][N:22]([CH2:24][CH2:25][N:26]5[CH2:31][CH2:30][O:29][CH2:28][CH2:27]5)[CH:23]=4)=[N:18][C:11]=23)[CH:7]=[CH:6][C:3]=1[CH2:4][NH:5][C:35]([C:37]1[O:38][C:39]([CH:42]2[CH2:47][CH2:46][O:45][CH2:44][CH2:43]2)=[N:40][N:41]=1)=[O:34]. (9) Given the reactants [OH-].[K+].[NH2:3][C:4]1[CH:12]=[CH:11][CH:10]=[C:9]([Cl:13])[C:5]=1[C:6]([OH:8])=[O:7].[C:14](Cl)(Cl)=[O:15].C1(C)C=CC=CC=1, predict the reaction product. The product is: [Cl:13][C:9]1[C:5]2[C:6](=[O:8])[O:7][C:14](=[O:15])[NH:3][C:4]=2[CH:12]=[CH:11][CH:10]=1. (10) Given the reactants [Cl:1][C:2]1[CH:3]=[C:4]([C:9]2([C:24]([F:27])([F:26])[F:25])[O:13][N:12]=[C:11]([C:14]3[CH:15]=[C:16]([CH:21]=[CH:22][CH:23]=3)[C:17]([NH:19][OH:20])=[NH:18])[CH2:10]2)[CH:5]=[C:6]([Cl:8])[CH:7]=1.[C:28](OC(=O)C)(=O)[CH3:29], predict the reaction product. The product is: [Cl:1][C:2]1[CH:3]=[C:4]([C:9]2([C:24]([F:25])([F:27])[F:26])[O:13][N:12]=[C:11]([C:14]3[CH:15]=[C:16]([C:17]4[N:18]=[C:28]([CH3:29])[O:20][N:19]=4)[CH:21]=[CH:22][CH:23]=3)[CH2:10]2)[CH:5]=[C:6]([Cl:8])[CH:7]=1.